From a dataset of Reaction yield outcomes from USPTO patents with 853,638 reactions. Predict the reaction yield, written as a fraction of the theoretical maximum amount of product (1.0 means a 100% yield; for example, 0.34 means a 34% yield). The reactants are [H-].[Na+].[C:3]([C:5]1[CH:6]=[C:7]2[C:11](=[CH:12][CH:13]=1)[NH:10][C:9](=[O:14])[CH2:8]2)#[N:4].[Cl:15][C:16]1[C:25]2[C:20](=[CH:21][C:22]([O:26][CH2:27][CH2:28][N:29]3[CH2:34][CH2:33][O:32][CH2:31][CH2:30]3)=[CH:23][CH:24]=2)[N:19]=[CH:18][N:17]=1. The catalyst is CN(C)C=O. The product is [ClH:15].[ClH:15].[OH:14][C:9]1[NH:10][C:11]2[C:7]([C:8]=1[C:16]1[C:25]3[C:20](=[CH:21][C:22]([O:26][CH2:27][CH2:28][N:29]4[CH2:34][CH2:33][O:32][CH2:31][CH2:30]4)=[CH:23][CH:24]=3)[N:19]=[CH:18][N:17]=1)=[CH:6][C:5]([C:3]#[N:4])=[CH:13][CH:12]=2. The yield is 0.680.